Dataset: TCR-epitope binding with 47,182 pairs between 192 epitopes and 23,139 TCRs. Task: Binary Classification. Given a T-cell receptor sequence (or CDR3 region) and an epitope sequence, predict whether binding occurs between them. (1) The epitope is GVAMPNLYK. The TCR CDR3 sequence is CASSQDGLNSPLHF. Result: 1 (the TCR binds to the epitope). (2) The epitope is SLFNTVATLY. The TCR CDR3 sequence is CASSSPQPTQYF. Result: 0 (the TCR does not bind to the epitope). (3) The epitope is KLGGALQAK. The TCR CDR3 sequence is CAIDTGASYNEQFF. Result: 1 (the TCR binds to the epitope). (4) The epitope is FLPRVFSAV. The TCR CDR3 sequence is CASSGLASGTDTQYF. Result: 0 (the TCR does not bind to the epitope). (5) The epitope is EHPTFTSQYRIQGKL. The TCR CDR3 sequence is CASSYDRDYEQYF. Result: 0 (the TCR does not bind to the epitope). (6) The epitope is KMQRMLLEK. The TCR CDR3 sequence is CASSELTGGGYEQYF. Result: 0 (the TCR does not bind to the epitope).